From a dataset of Tyrosyl-DNA phosphodiesterase HTS with 341,365 compounds. Binary Classification. Given a drug SMILES string, predict its activity (active/inactive) in a high-throughput screening assay against a specified biological target. (1) The compound is OC(=O)C1C2CC(C1C(=O)Nc1cc(ccc1)c1oc(cc1)C)C=C2. The result is 0 (inactive). (2) The compound is S1C2N(C(=O)C2NC(=O)/C(=N\OC)c2occc2)C(=C(C1)COC(=O)N)C([O-])=O. The result is 1 (active). (3) The compound is S(=O)(=O)(Nc1ccc(NC(=O)C)cc1)c1cc2NC(=O)CC(=O)Nc2cc1. The result is 0 (inactive). (4) The compound is S(c1n(c2cc(ccc2)C)ccn1)CC(=O)Nc1sccn1. The result is 0 (inactive). (5) The compound is O=C(N1CCCCC1)CNC(=O)c1cc2c(cc1)cccc2. The result is 0 (inactive). (6) The molecule is FC(F)(F)C(O)CNCCCOC. The result is 0 (inactive). (7) The compound is Clc1cc(N2CC(CC2=O)C(=O)Nc2sccn2)c(OC)cc1. The result is 0 (inactive). (8) The compound is s1c(n2nc(c(c2C)Cc2ccccc2)C)nc(c1C(=O)Nc1c(CC)cccc1)C. The result is 0 (inactive).